This data is from Reaction yield outcomes from USPTO patents with 853,638 reactions. The task is: Predict the reaction yield, written as a fraction of the theoretical maximum amount of product (1.0 means a 100% yield; for example, 0.34 means a 34% yield). (1) The reactants are [Cl-].[Cl-].[Ca+2].[BH4-].[Na+].C([O:13][C:14]([C@H:16]1[CH2:19][C:18](=[O:20])[N:17]1[Si:21]([C:24]([CH3:27])([CH3:26])[CH3:25])([CH3:23])[CH3:22])=O)C1C=CC=CC=1.O. The catalyst is CCO.C1COCC1. The product is [C:24]([Si:21]([CH3:23])([CH3:22])[N:17]1[C@@H:16]([CH2:14][OH:13])[CH2:19][C:18]1=[O:20])([CH3:27])([CH3:26])[CH3:25]. The yield is 0.230. (2) The reactants are [Cl:1][C:2]1[CH:21]=[CH:20][C:5]([O:6][C:7]2[CH:19]=[CH:18][C:10]([O:11][CH2:12][C@H:13]3[CH2:17][CH2:16][CH2:15][NH:14]3)=[CH:9][CH:8]=2)=[CH:4][CH:3]=1.C(N(CC)CC)C.Br[CH2:30][CH2:31][CH2:32][C:33]([O:35][CH3:36])=[O:34].O.ClCCl. The catalyst is ClCCl. The product is [CH3:36][O:35][C:33](=[O:34])[CH2:32][CH2:31][CH2:30][N:14]1[CH2:15][CH2:16][CH2:17][C@@H:13]1[CH2:12][O:11][C:10]1[CH:18]=[CH:19][C:7]([O:6][C:5]2[CH:20]=[CH:21][C:2]([Cl:1])=[CH:3][CH:4]=2)=[CH:8][CH:9]=1. The yield is 0.570. (3) The reactants are [CH2:1]([OH:6])[CH2:2][CH2:3][CH2:4][OH:5].N1C=CC=CC=1.[C:13](Cl)(=[O:17])[O:14][CH2:15][Cl:16]. The catalyst is C(Cl)Cl.C(O)(=O)CC(CC(O)=O)(C(O)=O)O. The product is [C:13](=[O:17])([O:5][CH2:4][CH2:3][CH2:2][CH2:1][OH:6])[O:14][CH2:15][Cl:16]. The yield is 0.290. (4) The reactants are C(OC([NH:8][C@H:9]([C:11]([NH:13][CH:14]1[N:20]=[C:19]([C:21]2[CH:26]=[CH:25][CH:24]=[CH:23][N:22]=2)[C:18]2[CH:27]=[CH:28][CH:29]=[CH:30][C:17]=2[N:16]([CH3:31])[C:15]1=[O:32])=[O:12])[CH3:10])=O)(C)(C)C.C(O)(C(F)(F)F)=O. The catalyst is C(Cl)Cl. The product is [NH2:8][C@H:9]([C:11]([NH:13][CH:14]1[N:20]=[C:19]([C:21]2[CH:26]=[CH:25][CH:24]=[CH:23][N:22]=2)[C:18]2[CH:27]=[CH:28][CH:29]=[CH:30][C:17]=2[N:16]([CH3:31])[C:15]1=[O:32])=[O:12])[CH3:10]. The yield is 0.660. (5) The reactants are [Cl:1][C:2]1[CH:3]=[C:4]2[C:9](=[CH:10][CH:11]=1)[N:8]=[CH:7][C:6]([NH2:12])=[C:5]2[NH:13][CH3:14].Cl.[CH:16](O)=O. No catalyst specified. The product is [Cl:1][C:2]1[CH:11]=[CH:10][C:9]2[N:8]=[CH:7][C:6]3[N:12]=[CH:14][N:13]([CH3:16])[C:5]=3[C:4]=2[CH:3]=1. The yield is 0.460. (6) The reactants are [Br:1][C:2]1[CH:3]=[C:4]([S:8]([N:11]2[C:15]([C:16]3[CH:21]=[CH:20][CH:19]=[CH:18][CH:17]=3)=[CH:14][C:13]([CH2:22][N:23](C)[C:24](=O)OC(C)(C)C)=[CH:12]2)(=[O:10])=[O:9])[CH:5]=[N:6][CH:7]=1.C(OCC)(=O)C.[ClH:38]. The catalyst is C(O)C. The product is [ClH:38].[Br:1][C:2]1[CH:3]=[C:4]([S:8]([N:11]2[C:15]([C:16]3[CH:21]=[CH:20][CH:19]=[CH:18][CH:17]=3)=[CH:14][C:13]([CH2:22][NH:23][CH3:24])=[CH:12]2)(=[O:9])=[O:10])[CH:5]=[N:6][CH:7]=1. The yield is 0.490. (7) The reactants are C[C:2]([CH3:5])([O-:4])C.[K+].[Br:7][C:8]1[CH:15]=[CH:14][C:11]([CH:12]=O)=[CH:10][CH:9]=1.C1C[O:19][CH2:18][CH2:17]1. No catalyst specified. The product is [Br:7][C:8]1[CH:15]=[CH:14][C:11](/[CH:12]=[CH:17]/[C:18]([O:4][CH2:2][CH3:5])=[O:19])=[CH:10][CH:9]=1. The yield is 0.720. (8) The reactants are Br[C:2]1[CH:3]=[N:4][N:5]2[CH:10]=[CH:9][C:8]([N:11]3[C@@H:15]([C:16]4[CH:21]=[CH:20][CH:19]=[CH:18][CH:17]=4)[CH2:14][O:13][C:12]3=[O:22])=[N:7][C:6]=12.C(=O)([O-])[O-].[Na+].[Na+].CC1(C)C(C)(C)OB([C:37]2[CH:42]=[CH:41][C:40]([C:43]3[N:47]=[CH:46][N:45]([CH2:48][O:49][CH2:50][CH2:51][Si:52]([CH3:55])([CH3:54])[CH3:53])[N:44]=3)=[CH:39][CH:38]=2)O1.CC(C1C=C(C(C)C)C(C2C=CC=CC=2P(C2CCCCC2)C2CCCCC2)=C(C(C)C)C=1)C. The catalyst is O1CCOCC1.C1C=CC(/C=C/C(/C=C/C2C=CC=CC=2)=O)=CC=1.C1C=CC(/C=C/C(/C=C/C2C=CC=CC=2)=O)=CC=1.C1C=CC(/C=C/C(/C=C/C2C=CC=CC=2)=O)=CC=1.[Pd].[Pd].O. The product is [C:16]1([C@H:15]2[CH2:14][O:13][C:12](=[O:22])[N:11]2[C:8]2[CH:9]=[CH:10][N:5]3[N:4]=[CH:3][C:2]([C:37]4[CH:38]=[CH:39][C:40]([C:43]5[N:47]=[CH:46][N:45]([CH2:48][O:49][CH2:50][CH2:51][Si:52]([CH3:55])([CH3:54])[CH3:53])[N:44]=5)=[CH:41][CH:42]=4)=[C:6]3[N:7]=2)[CH:21]=[CH:20][CH:19]=[CH:18][CH:17]=1. The yield is 0.740.